Task: Predict the reactants needed to synthesize the given product.. Dataset: Retrosynthesis with 50K atom-mapped reactions and 10 reaction types from USPTO (1) Given the product O=S(=O)(c1ccccc1)n1ccc2c(Cl)ncnc21, predict the reactants needed to synthesize it. The reactants are: Clc1ncnc2[nH]ccc12.O=S(=O)(Cl)c1ccccc1. (2) Given the product C=CCOCC12CN3C(c4ccccc4)N(C1)C(c1ccccc1)N(C2)C3c1ccccc1, predict the reactants needed to synthesize it. The reactants are: C=CCBr.OCC12CN3C(c4ccccc4)N(C1)C(c1ccccc1)N(C2)C3c1ccccc1. (3) Given the product COc1cc(O)c2c(c1C(=O)NCc1c(C)ccc3ccc(Cl)cc13)OC1=CC(O)=C(C(C)=O)C(=O)[C@]12C, predict the reactants needed to synthesize it. The reactants are: COc1cc(O)c2c(c1C(N)=O)OC1=CC(O)=C(C(C)=O)C(=O)[C@]12C.Cc1ccc2ccc(Cl)cc2c1C=O. (4) Given the product CCOc1ccc2c(C)c(CCN3CCN(c4ccccc4OC)CC3)c(=O)oc2c1OCC, predict the reactants needed to synthesize it. The reactants are: CCOc1ccc2c(C)c(CCCl)c(=O)oc2c1OCC.COc1ccccc1N1CCNCC1. (5) Given the product CNCC1CCSc2c1[nH]c1ccccc21, predict the reactants needed to synthesize it. The reactants are: CNCC1CCSc2c1n(Cc1ccccc1)c1ccccc21. (6) Given the product Cc1c(Nc2ccc(Br)cc2F)c(N)c2n(c1=O)CCN2C(=O)OC(C)(C)C, predict the reactants needed to synthesize it. The reactants are: Cc1c(Nc2ccc(Br)cc2F)c([N+](=O)[O-])c2n(c1=O)CCN2C(=O)OC(C)(C)C. (7) Given the product C[C@@H]1C[C@@H](CN2CC(C#N)C2)C[C@@H]1c1cnc2cnc3[nH]ccc3n12, predict the reactants needed to synthesize it. The reactants are: C[C@@H]1C[C@@H](C=O)C[C@@H]1c1cnc2cnc3[nH]ccc3n12.N#CC1CNC1.